Dataset: Merck oncology drug combination screen with 23,052 pairs across 39 cell lines. Task: Regression. Given two drug SMILES strings and cell line genomic features, predict the synergy score measuring deviation from expected non-interaction effect. (1) Drug 1: NC1(c2ccc(-c3nc4ccn5c(=O)[nH]nc5c4cc3-c3ccccc3)cc2)CCC1. Drug 2: Cn1c(=O)n(-c2ccc(C(C)(C)C#N)cc2)c2c3cc(-c4cnc5ccccc5c4)ccc3ncc21. Cell line: NCIH1650. Synergy scores: synergy=40.4. (2) Drug 1: CC1CC2C3CCC4=CC(=O)C=CC4(C)C3(F)C(O)CC2(C)C1(O)C(=O)CO. Drug 2: NC1(c2ccc(-c3nc4ccn5c(=O)[nH]nc5c4cc3-c3ccccc3)cc2)CCC1. Cell line: OVCAR3. Synergy scores: synergy=18.4. (3) Drug 1: CN(Cc1cnc2nc(N)nc(N)c2n1)c1ccc(C(=O)NC(CCC(=O)O)C(=O)O)cc1. Drug 2: NC1(c2ccc(-c3nc4ccn5c(=O)[nH]nc5c4cc3-c3ccccc3)cc2)CCC1. Cell line: NCIH2122. Synergy scores: synergy=-3.52.